From a dataset of Peptide-MHC class I binding affinity with 185,985 pairs from IEDB/IMGT. Regression. Given a peptide amino acid sequence and an MHC pseudo amino acid sequence, predict their binding affinity value. This is MHC class I binding data. (1) The peptide sequence is RMYSPTSI. The MHC is HLA-A30:02 with pseudo-sequence HLA-A30:02. The binding affinity (normalized) is 0.233. (2) The peptide sequence is ALTDLGLIYT. The MHC is HLA-A02:02 with pseudo-sequence HLA-A02:02. The binding affinity (normalized) is 0.626. (3) The peptide sequence is RVIDPRRCLK. The MHC is HLA-A03:01 with pseudo-sequence HLA-A03:01. The binding affinity (normalized) is 0.801. (4) The peptide sequence is AQPAPQAPY. The MHC is HLA-A23:01 with pseudo-sequence HLA-A23:01. The binding affinity (normalized) is 0.213. (5) The peptide sequence is FQPQNGRFI. The MHC is H-2-Kb with pseudo-sequence H-2-Kb. The binding affinity (normalized) is 0.0258. (6) The peptide sequence is VIPMFSAL. The MHC is HLA-A24:02 with pseudo-sequence HLA-A24:02. The binding affinity (normalized) is 0.